Dataset: Forward reaction prediction with 1.9M reactions from USPTO patents (1976-2016). Task: Predict the product of the given reaction. (1) The product is: [C:6]([O:10][C:11]([N:13]([CH2:24][C:25]([O:27][C:28]([CH3:31])([CH3:30])[CH3:29])=[O:26])[C:14]1[CH:19]=[CH:18][CH:17]=[C:16]([CH3:20])[N:15]=1)=[O:12])([CH3:9])([CH3:8])[CH3:7]. Given the reactants CN(C)C=O.[C:6]([O:10][C:11]([NH:13][C:14]1[CH:19]=[CH:18][CH:17]=[C:16]([CH3:20])[N:15]=1)=[O:12])([CH3:9])([CH3:8])[CH3:7].[H-].[Na+].Br[CH2:24][C:25]([O:27][C:28]([CH3:31])([CH3:30])[CH3:29])=[O:26], predict the reaction product. (2) Given the reactants [OH:1][CH:2]1[CH2:9][S:8][CH2:7][CH2:6][CH2:5][S:4][CH2:3]1.[C:10]([O:15][CH2:16][CH2:17][N:18]=[C:19]=[O:20])(=[O:14])[C:11]([CH3:13])=[CH2:12], predict the reaction product. The product is: [S:4]1[CH2:5][CH2:6][CH2:7][S:8][CH2:9][CH:2]([O:1][C:19]([NH:18][CH2:17][CH2:16][O:15][C:10](=[O:14])[C:11]([CH3:13])=[CH2:12])=[O:20])[CH2:3]1. (3) Given the reactants [OH:1][C@H:2]1[CH2:7][CH2:6][C@H:5]([NH:8][C:9](=[O:15])[O:10][C:11]([CH3:14])([CH3:13])[CH3:12])[CH2:4][CH2:3]1.[H-].[Na+].[CH2:18](I)[CH3:19], predict the reaction product. The product is: [CH2:18]([O:1][C@H:2]1[CH2:7][CH2:6][C@H:5]([NH:8][C:9](=[O:15])[O:10][C:11]([CH3:12])([CH3:14])[CH3:13])[CH2:4][CH2:3]1)[CH3:19]. (4) Given the reactants CN(C)C=O.Br[CH2:7][CH2:8][CH2:9][CH2:10][O:11][C:12]1[C:21]([CH2:22][CH2:23][CH3:24])=[C:20]2[C:15]([C:16]([C:26]([F:29])([F:28])[F:27])=[CH:17][C:18](=[O:25])[O:19]2)=[CH:14][CH:13]=1.C(=O)([O-])[O-].[K+].[K+].[O:36]1[CH2:41][CH2:40][O:39][C:38]2[CH:42]=[C:43]([C:46]3([CH3:53])[NH:50][C:49](=[O:51])[NH:48][C:47]3=[O:52])[CH:44]=[CH:45][C:37]1=2, predict the reaction product. The product is: [O:36]1[CH2:41][CH2:40][O:39][C:38]2[CH:42]=[C:43]([C:46]3([CH3:53])[NH:50][C:49](=[O:51])[N:48]([CH2:7][CH2:8][CH2:9][CH2:10][O:11][C:12]4[C:21]([CH2:22][CH2:23][CH3:24])=[C:20]5[C:15]([C:16]([C:26]([F:29])([F:28])[F:27])=[CH:17][C:18](=[O:25])[O:19]5)=[CH:14][CH:13]=4)[C:47]3=[O:52])[CH:44]=[CH:45][C:37]1=2. (5) Given the reactants C1C2C(COC([NH:18][C@@H:19]([C:23]([O:25][C@H:26](/[CH:58]=[CH:59]/[CH2:60][CH2:61][S:62][C:63]([C:76]3[CH:81]=[CH:80][CH:79]=[CH:78][CH:77]=3)([C:70]3[CH:75]=[CH:74][CH:73]=[CH:72][CH:71]=3)[C:64]3[CH:69]=[CH:68][CH:67]=[CH:66][CH:65]=3)[CH2:27][C:28]([NH:30][CH2:31][C:32]3[CH:37]=[CH:36][CH:35]=[C:34]([CH2:38][N:39]([CH2:50][C:51]4[CH:56]=[CH:55][C:54]([Cl:57])=[CH:53][CH:52]=4)[CH2:40][C:41](=[O:49])[O:42]CC[Si](C)(C)C)[N:33]=3)=[O:29])=[O:24])[CH:20]([CH3:22])[CH3:21])=O)C3C(=CC=CC=3)C=2C=CC=1.CCCC[N+](CCCC)(CCCC)CCCC.[F-], predict the reaction product. The product is: [NH2:18][C@H:19]([C:23]([O:25][C@H:26](/[CH:58]=[CH:59]/[CH2:60][CH2:61][S:62][C:63]([C:76]1[CH:77]=[CH:78][CH:79]=[CH:80][CH:81]=1)([C:64]1[CH:65]=[CH:66][CH:67]=[CH:68][CH:69]=1)[C:70]1[CH:75]=[CH:74][CH:73]=[CH:72][CH:71]=1)[CH2:27][C:28]([NH:30][CH2:31][C:32]1[N:33]=[C:34]([CH2:38][N:39]([CH2:50][C:51]2[CH:52]=[CH:53][C:54]([Cl:57])=[CH:55][CH:56]=2)[CH2:40][C:41]([OH:49])=[O:42])[CH:35]=[CH:36][CH:37]=1)=[O:29])=[O:24])[CH:20]([CH3:22])[CH3:21]. (6) Given the reactants [CH3:1][O:2][C:3]1[CH:8]=[C:7]([CH3:9])[C:6]([O:10][CH3:11])=[C:5]([CH3:12])[C:4]=1[CH3:13].[Br:14]Br, predict the reaction product. The product is: [Br:14][C:8]1[C:7]([CH3:9])=[C:6]([O:10][CH3:11])[C:5]([CH3:12])=[C:4]([CH3:13])[C:3]=1[O:2][CH3:1]. (7) Given the reactants FC1C=C(CCC2C=CC=CC=2)C(OC)=C2C=1NC=C2CCO.[CH2:24]([NH:31][CH2:32][CH2:33][C:34]1[C:42]2[C:37](=[CH:38][C:39]([F:51])=[CH:40][C:41]=2[O:43]CC2C=CC=CC=2)[N:36]([CH2:52][CH3:53])[CH:35]=1)[C:25]1[CH:30]=[CH:29][CH:28]=[CH:27][CH:26]=1, predict the reaction product. The product is: [CH2:24]([NH:31][CH2:32][CH2:33][C:34]1[C:42]2[C:41]([OH:43])=[CH:40][C:39]([F:51])=[CH:38][C:37]=2[N:36]([CH2:52][CH3:53])[CH:35]=1)[C:25]1[CH:26]=[CH:27][CH:28]=[CH:29][CH:30]=1. (8) The product is: [C:1]([O:5][C@@H:6]([C:12]1[C:33]([CH3:34])=[CH:32][C:15]2[N:16]=[C:17]([C:19]3[CH:20]=[C:21]4[C:25](=[CH:26][CH:27]=3)[N:24]([CH3:28])[C:23](=[O:29])[C:22]4([CH3:30])[CH3:31])[S:18][C:14]=2[C:13]=1[C:35]1[CH:36]=[CH:37][C:38]([Cl:41])=[CH:39][CH:40]=1)[C:7]([OH:9])=[O:8])([CH3:2])([CH3:3])[CH3:4]. Given the reactants [C:1]([O:5][C@@H:6]([C:12]1[C:33]([CH3:34])=[CH:32][C:15]2[N:16]=[C:17]([C:19]3[CH:20]=[C:21]4[C:25](=[CH:26][CH:27]=3)[N:24]([CH3:28])[C:23](=[O:29])[C:22]4([CH3:31])[CH3:30])[S:18][C:14]=2[C:13]=1[C:35]1[CH:40]=[CH:39][C:38]([Cl:41])=[CH:37][CH:36]=1)[C:7]([O:9]CC)=[O:8])([CH3:4])([CH3:3])[CH3:2].[OH-].[Na+].C1COCC1, predict the reaction product. (9) The product is: [CH3:12][O:11][C:9]1[C:6]2[CH:7]=[C:15]([C:16](=[O:18])[CH3:17])[O:13][C:5]=2[CH:4]=[C:3]([O:2][CH3:1])[CH:10]=1. Given the reactants [CH3:1][O:2][C:3]1[CH:4]=[C:5]([OH:13])[C:6](=[C:9]([O:11][CH3:12])[CH:10]=1)[CH:7]=O.Cl[CH2:15][C:16](=[O:18])[CH3:17].C(=O)([O-])[O-].[K+].[K+], predict the reaction product. (10) Given the reactants C1(OC2C=CC=CC=2)C=CC=CC=1.[C:14]([NH:17][C:18]1[CH:23]=[CH:22][C:21]([NH:24][C:25]([CH3:31])=[CH:26][C:27]([O:29]C)=O)=[CH:20][CH:19]=1)(=[O:16])[CH3:15], predict the reaction product. The product is: [OH:29][C:27]1[C:20]2[C:21](=[CH:22][CH:23]=[C:18]([NH:17][C:14](=[O:16])[CH3:15])[CH:19]=2)[N:24]=[C:25]([CH3:31])[CH:26]=1.